This data is from Full USPTO retrosynthesis dataset with 1.9M reactions from patents (1976-2016). The task is: Predict the reactants needed to synthesize the given product. (1) Given the product [Cl:1][C:2]1[CH:23]=[C:22]([OH:24])[CH:21]=[CH:20][C:3]=1[CH2:4][O:5][C:6]1[CH:19]=[CH:18][C:9]2[CH:10]([CH2:13][C:14]([O:16][CH3:17])=[O:15])[CH2:11][O:12][C:8]=2[CH:7]=1, predict the reactants needed to synthesize it. The reactants are: [Cl:1][C:2]1[CH:23]=[C:22]([O:24][Si](C(C)C)(C(C)C)C(C)C)[CH:21]=[CH:20][C:3]=1[CH2:4][O:5][C:6]1[CH:19]=[CH:18][C:9]2[CH:10]([CH2:13][C:14]([O:16][CH3:17])=[O:15])[CH2:11][O:12][C:8]=2[CH:7]=1.C1COCC1.[F-].C([N+](CCCC)(CCCC)CCCC)CCC. (2) Given the product [Br:16][C:9]1[CH:10]=[CH:11][CH:12]=[C:13]2[C:8]=1[N:7]([CH3:17])[CH:6]=[C:5]([OH:4])[C:14]2=[O:15], predict the reactants needed to synthesize it. The reactants are: C([O:4][C:5]1[C:14](=[O:15])[C:13]2[C:8](=[C:9]([Br:16])[CH:10]=[CH:11][CH:12]=2)[N:7]([CH3:17])[CH:6]=1)(=O)C.[OH-].[K+].